From a dataset of Full USPTO retrosynthesis dataset with 1.9M reactions from patents (1976-2016). Predict the reactants needed to synthesize the given product. (1) Given the product [F:29][C:26]1[CH:27]=[CH:28][C:23]([C@@H:21]2[CH2:22][CH:20]2[N:16]([CH2:17][CH:18]=[CH2:19])[CH2:15][CH2:14][CH2:13][C@@H:9]([NH:8][C:6](=[O:7])[O:5][C:1]([CH3:3])([CH3:4])[CH3:2])[C:10](=[O:11])[N:34]2[CH2:35][CH:32]([N:31]([CH3:36])[CH3:30])[CH2:33]2)=[CH:24][CH:25]=1, predict the reactants needed to synthesize it. The reactants are: [C:1]([O:5][C:6]([NH:8][C@@H:9]([CH2:13][CH2:14][CH2:15][N:16]([C@@H:20]1[CH2:22][C@H:21]1[C:23]1[CH:28]=[CH:27][C:26]([F:29])=[CH:25][CH:24]=1)[CH2:17][CH:18]=[CH2:19])[C:10](O)=[O:11])=[O:7])([CH3:4])([CH3:3])[CH3:2].[CH3:30][N:31]([CH3:36])[CH:32]1[CH2:35][NH:34][CH2:33]1. (2) Given the product [CH3:17][S:18]([O:1][CH2:2][CH2:3][CH:4]1[CH2:5][CH2:6][N:7]([C:10]([O:12][C:13]([CH3:16])([CH3:15])[CH3:14])=[O:11])[CH2:8][CH2:9]1)(=[O:20])=[O:19], predict the reactants needed to synthesize it. The reactants are: [OH:1][CH2:2][CH2:3][CH:4]1[CH2:9][CH2:8][N:7]([C:10]([O:12][C:13]([CH3:16])([CH3:15])[CH3:14])=[O:11])[CH2:6][CH2:5]1.[CH3:17][S:18](Cl)(=[O:20])=[O:19].